Dataset: Full USPTO retrosynthesis dataset with 1.9M reactions from patents (1976-2016). Task: Predict the reactants needed to synthesize the given product. (1) Given the product [C:20]([NH:1][C:2]1[C:11]([O:12][CH:13]2[CH2:14][CH2:15][CH2:16][CH2:17]2)=[C:10]([O:18][CH3:19])[CH:9]=[CH:8][C:3]=1[C:4]([O:6][CH3:7])=[O:5])(=[O:22])[CH3:21], predict the reactants needed to synthesize it. The reactants are: [NH2:1][C:2]1[C:11]([O:12][CH:13]2[CH2:17][CH2:16][CH2:15][CH2:14]2)=[C:10]([O:18][CH3:19])[CH:9]=[CH:8][C:3]=1[C:4]([O:6][CH3:7])=[O:5].[C:20](OC(=O)C)(=[O:22])[CH3:21].O1CCOCC1. (2) Given the product [CH3:19][O:18][C:16]([C:15]1[C:4]([CH:1]2[CH2:2][CH2:3]2)=[N:5][C:6]([CH3:12])=[C:23]([OH:24])[C:14]=1[C:13]([O:21][CH3:22])=[O:20])=[O:17], predict the reactants needed to synthesize it. The reactants are: [CH:1]1([C:4]2[N:5]=[C:6]([CH3:12])OC=2OCC)[CH2:3][CH2:2]1.[C:13]([O:21][CH3:22])(=[O:20])/[CH:14]=[CH:15]\[C:16]([O:18][CH3:19])=[O:17].[CH3:23][OH:24]. (3) Given the product [CH3:41][NH:37][C:34](=[O:36])[CH2:33][CH:30]1[S:29][C:28]([C:16]2[NH:17][C:18]3[C:14]([CH:15]=2)=[CH:13][C:12]([O:11][C:8]2[CH:7]=[CH:6][C:5]([S:2]([CH3:1])(=[O:4])=[O:3])=[CH:10][N:9]=2)=[CH:20][C:19]=3[O:21][CH:22]2[CH2:23][CH2:24][O:25][CH2:26][CH2:27]2)=[N:32][CH2:31]1, predict the reactants needed to synthesize it. The reactants are: [CH3:1][S:2]([C:5]1[CH:6]=[CH:7][C:8]([O:11][C:12]2[CH:13]=[C:14]3[C:18](=[C:19]([O:21][CH:22]4[CH2:27][CH2:26][O:25][CH2:24][CH2:23]4)[CH:20]=2)[NH:17][C:16]([C:28]2[S:29][CH:30]([CH2:33][C:34]([OH:36])=O)[CH2:31][N:32]=2)=[CH:15]3)=[N:9][CH:10]=1)(=[O:4])=[O:3].[N:37]1(O)[C:41]2C=CC=CC=2N=N1.Cl.CN(C)CCCN=C=NCC.Cl.CN.C(=O)([O-])O.[Na+].